From a dataset of Reaction yield outcomes from USPTO patents with 853,638 reactions. Predict the reaction yield, written as a fraction of the theoretical maximum amount of product (1.0 means a 100% yield; for example, 0.34 means a 34% yield). (1) The reactants are [Cl-].[Cl-].[Cl-].[In+3].[CH3:5][N:6]([C@@H:8]1[C:26](=[O:27])[C:25]([C:28]([NH2:30])=[O:29])=[C:24]([OH:31])[C@:23]2([OH:32])[C@H:9]1[CH2:10][C@H:11]1[C:20]([C:21]2=[O:22])=[C:19]([OH:33])[C:18]2[C:13](=[C:14](I)[CH:15]=[CH:16][C:17]=2[OH:34])[CH2:12]1)[CH3:7].[CH2:36]1[CH2:40]OC[CH2:37]1. No catalyst specified. The product is [CH:37]1([C:14]2[CH:15]=[CH:16][C:17]([OH:34])=[C:18]3[C:13]=2[CH2:12][C@@H:11]2[C:20]([C:19]3=[O:33])=[C:21]([OH:22])[C@@:23]3([OH:32])[C@H:9]([C@H:8]([N:6]([CH3:7])[CH3:5])[C:26]([OH:27])=[C:25]([C:28]([NH2:30])=[O:29])[C:24]3=[O:31])[CH2:10]2)[CH2:36][CH2:40]1. The yield is 0.720. (2) The reactants are [OH2:1].[F:2][C:3]1[CH:8]=[CH:7][C:6]([S:9][CH:10]2[CH2:15][CH2:14][N:13]([C:16]([O:18][C:19]([CH3:22])([CH3:21])[CH3:20])=[O:17])[CH2:12][CH2:11]2)=[CH:5][CH:4]=1.[OH:23]OS([O-])=O.[K+]. The catalyst is C(Cl)(Cl)Cl. The product is [F:2][C:3]1[CH:4]=[CH:5][C:6]([S:9]([CH:10]2[CH2:11][CH2:12][N:13]([C:16]([O:18][C:19]([CH3:22])([CH3:21])[CH3:20])=[O:17])[CH2:14][CH2:15]2)(=[O:23])=[O:1])=[CH:7][CH:8]=1. The yield is 0.920. (3) The reactants are CN1C(=O)CCC1.Br[C:9]1[C:10]2[N:11]([C:16]([I:19])=[CH:17][N:18]=2)[N:12]=[C:13]([Cl:15])[CH:14]=1.[CH2:20]([NH2:24])[CH:21]([CH3:23])[CH3:22].O. The catalyst is C(OCC)(=O)C. The product is [Cl:15][C:13]1[CH:14]=[C:9]([NH:24][CH2:20][CH:21]([CH3:23])[CH3:22])[C:10]2[N:11]([C:16]([I:19])=[CH:17][N:18]=2)[N:12]=1. The yield is 0.920. (4) The reactants are Br[C:2]1[CH:7]=[CH:6][C:5]([Br:8])=[C:4]([F:9])[C:3]=1[F:10].CN([CH:14]=[O:15])C.OS(O)(=O)=O.[Na+].[Cl-]. The catalyst is C1COCC1. The product is [Br:8][C:5]1[CH:6]=[CH:7][C:2]([CH:14]=[O:15])=[C:3]([F:10])[C:4]=1[F:9]. The yield is 0.980. (5) The product is [CH3:45][O:44][C:42](=[O:43])[CH2:41][N:12]1[C:11]2[C:10]([CH3:16])([CH3:15])[C:9]3[CH:17]=[C:18]([O:21][CH2:22][C@@H:23]4[C@@H:27]([CH2:28][O:29][Si:30]([C:33]([CH3:36])([CH3:35])[CH3:34])([CH3:32])[CH3:31])[O:26][C:25]([CH3:38])([CH3:37])[O:24]4)[CH:19]=[CH:20][C:8]=3[C:7](=[O:39])[C:6]=2[C:5]2[C:13]1=[CH:14][C:2]([Br:1])=[CH:3][CH:4]=2. The catalyst is CN(C=O)C. The reactants are [Br:1][C:2]1[CH:14]=[C:13]2[C:5]([C:6]3[C:7](=[O:39])[C:8]4[CH:20]=[CH:19][C:18]([O:21][CH2:22][C@@H:23]5[C@@H:27]([CH2:28][O:29][Si:30]([C:33]([CH3:36])([CH3:35])[CH3:34])([CH3:32])[CH3:31])[O:26][C:25]([CH3:38])([CH3:37])[O:24]5)=[CH:17][C:9]=4[C:10]([CH3:16])([CH3:15])[C:11]=3[NH:12]2)=[CH:4][CH:3]=1.Br[CH2:41][C:42]([O:44][CH3:45])=[O:43].[H-].[Na+]. The yield is 0.850. (6) The reactants are [N:1]1([CH2:7][CH2:8][NH:9][C:10]2[S:11][C:12]3[CH:18]=[C:17]([N+:19]([O-])=O)[CH:16]=[CH:15][C:13]=3[N:14]=2)[CH2:6][CH2:5][O:4][CH2:3][CH2:2]1.O.O.[Sn](Cl)Cl. The catalyst is C(O)C. The product is [N:1]1([CH2:7][CH2:8][NH:9][C:10]2[S:11][C:12]3[CH:18]=[C:17]([NH2:19])[CH:16]=[CH:15][C:13]=3[N:14]=2)[CH2:6][CH2:5][O:4][CH2:3][CH2:2]1. The yield is 0.770. (7) The reactants are [Br:1][C:2]1[CH:7]=[CH:6][C:5](OB(O)O)=[CH:4][CH:3]=1.[C:12]1(=[O:17])[CH2:16][CH2:15][CH:14]=[CH:13]1. The catalyst is C1C=CC(P(C2C=CC3C(=CC=CC=3)C=2C2C3C(=CC=CC=3)C=CC=2P(C2C=CC=CC=2)C2C=CC=CC=2)C2C=CC=CC=2)=CC=1. The product is [Br:1][C:2]1[CH:7]=[CH:6][C:5]([C@H:14]2[CH2:15][CH2:16][C:12](=[O:17])[CH2:13]2)=[CH:4][CH:3]=1. The yield is 0.900.